Dataset: Orexin1 receptor HTS with 218,158 compounds and 233 confirmed actives. Task: Binary Classification. Given a drug SMILES string, predict its activity (active/inactive) in a high-throughput screening assay against a specified biological target. (1) The result is 0 (inactive). The drug is Brc1ccc(c2nc(on2)Cc2ccc(OC)cc2)cc1. (2) The drug is O(c1c(OCC)ccc(c1)c1nc(on1)c1cccnc1)CC. The result is 0 (inactive). (3) The drug is O(C(=O)C=1C(NC(=O)N(C1C)CCCC(O)=O)c1ccc([N+]([O-])=O)cc1)CC. The result is 0 (inactive). (4) The drug is O(P(=O)(C(O)c1c(OC)cccc1)c1ccc(N(C)C)cc1)C(C)C. The result is 0 (inactive). (5) The molecule is FC(F)(F)Oc1ccc(Nc2oc3c(n2)cccc3)cc1. The result is 0 (inactive). (6) The molecule is S(=O)(=O)(NCCCN(CC)c1cc(ccc1)C)c1cc2oc(=O)n(c2cc1)C. The result is 0 (inactive). (7) The drug is Clc1c(cc(n2nnnc2SCC(=O)NC(c2ccccc2)c2ccccc2)cc1)C(O)=O. The result is 0 (inactive).